From a dataset of Full USPTO retrosynthesis dataset with 1.9M reactions from patents (1976-2016). Predict the reactants needed to synthesize the given product. (1) Given the product [F:1][C:2]1[CH:3]=[C:4]([N:8]2[CH2:12][C@H:11]([CH2:13][OH:14])[O:10][C:9]2=[O:15])[CH:5]=[CH:6][C:7]=1[I:16], predict the reactants needed to synthesize it. The reactants are: [F:1][C:2]1[CH:3]=[C:4]([N:8]2[CH2:12][C@H:11]([CH2:13][OH:14])[O:10][C:9]2=[O:15])[CH:5]=[CH:6][CH:7]=1.[I:16]N1C(=O)CCC1=O. (2) The reactants are: [CH3:1][C:2]1[S:11][C:10]2[CH2:9][C:8]3[CH:12]=[CH:13][CH:14]=[CH:15][C:7]=3[NH:6][C:5](=O)[C:4]=2[CH:3]=1.P(Cl)(Cl)([Cl:19])=O.[NH:22]1[CH2:27][CH2:26][NH:25][CH2:24][C@@H:23]1[CH2:28][CH2:29][OH:30]. Given the product [ClH:19].[ClH:19].[CH3:1][C:2]1[S:11][C:10]2[CH2:9][C:8]3[CH:12]=[CH:13][CH:14]=[CH:15][C:7]=3[N:6]=[C:5]([N:25]3[CH2:26][CH2:27][NH:22][C@@H:23]([CH2:28][CH2:29][OH:30])[CH2:24]3)[C:4]=2[CH:3]=1, predict the reactants needed to synthesize it. (3) Given the product [CH3:8][C:9]1[NH:10][C:11]2[C:16]([C:17]=1[CH:22]=[O:23])=[CH:15][CH:14]=[CH:13][CH:12]=2, predict the reactants needed to synthesize it. The reactants are: N#N.P(Cl)(Cl)(Cl)=O.[CH3:8][C:9]1[NH:10][C:11]2[C:16]([CH:17]=1)=[CH:15][CH:14]=[CH:13][CH:12]=2.[OH-].[Na+].CN(C)[CH:22]=[O:23]. (4) Given the product [C:1]([N:4]1[C:13]2[C:8](=[CH:9][C:10]([C:14]3[N:28]=[N:29][NH:30][CH:15]=3)=[CH:11][CH:12]=2)[C@H:7]([NH:16][C:17]2[CH:24]=[CH:23][C:20]([C:21]#[N:22])=[CH:19][N:18]=2)[CH2:6][C@@H:5]1[CH3:25])(=[O:3])[CH3:2], predict the reactants needed to synthesize it. The reactants are: [C:1]([N:4]1[C:13]2[C:8](=[CH:9][C:10]([C:14]#[CH:15])=[CH:11][CH:12]=2)[C@H:7]([NH:16][C:17]2[CH:24]=[CH:23][C:20]([C:21]#[N:22])=[CH:19][N:18]=2)[CH2:6][C@@H:5]1[CH3:25])(=[O:3])[CH3:2].CO.[N:28]([Si](C)(C)C)=[N+:29]=[N-:30]. (5) Given the product [O:22]=[C:23]1[NH:27][CH:26]=[C:25]([C:28]([NH:1][CH2:2][CH2:3][CH:4]2[O:9][CH2:8][CH2:7][N:6]([C:10]([O:12][CH2:13][C:14]3[CH:19]=[C:18]([Cl:20])[CH:17]=[C:16]([Cl:21])[CH:15]=3)=[O:11])[CH2:5]2)=[O:29])[O:24]1, predict the reactants needed to synthesize it. The reactants are: [NH2:1][CH2:2][CH2:3][CH:4]1[O:9][CH2:8][CH2:7][N:6]([C:10]([O:12][CH2:13][C:14]2[CH:19]=[C:18]([Cl:20])[CH:17]=[C:16]([Cl:21])[CH:15]=2)=[O:11])[CH2:5]1.[O:22]=[C:23]1[NH:27][CH:26]=[C:25]([C:28](O)=[O:29])[O:24]1.C(P1(=O)OP(CCC)(=O)OP(CCC)(=O)O1)CC.CCN(C(C)C)C(C)C. (6) Given the product [C:2]1([CH2:1][NH:8][CH2:16][C:17]2[CH:21]=[CH:20][NH:19][N:18]=2)[CH:7]=[CH:6][CH:5]=[CH:4][CH:3]=1, predict the reactants needed to synthesize it. The reactants are: [CH2:1]([N:8]([CH2:16][C:17]1[CH:21]=[CH:20][NH:19][N:18]=1)C(=O)OC(C)(C)C)[C:2]1[CH:7]=[CH:6][CH:5]=[CH:4][CH:3]=1.CCOC(C)=O.Cl.